Dataset: Reaction yield outcomes from USPTO patents with 853,638 reactions. Task: Predict the reaction yield, written as a fraction of the theoretical maximum amount of product (1.0 means a 100% yield; for example, 0.34 means a 34% yield). (1) The reactants are [Cl:1][C:2]1[C:7]([C:8]([NH:10][C@@H:11]([CH3:14])[CH2:12][OH:13])=[O:9])=[C:6](Cl)[N:5]=[CH:4][N:3]=1.[NH3:16]. The catalyst is C1COCC1. The product is [NH2:16][C:6]1[C:7]([C:8]([NH:10][C@@H:11]([CH3:14])[CH2:12][OH:13])=[O:9])=[C:2]([Cl:1])[N:3]=[CH:4][N:5]=1. The yield is 0.938. (2) The reactants are I[C:2]1[CH:3]=[C:4]([CH3:9])[C:5]([CH3:8])=[CH:6][CH:7]=1.C(N(CC)CC)C.[C:17]([C:19]1[CH:20]=[N:21][CH:22]=[C:23]([CH:26]=1)[C:24]#[N:25])#[CH:18]. The catalyst is C(#N)C.C(OCC)C.C1(C=CC=CC=1)[P](C1C=CC=CC=1)(C1C=CC=CC=1)[Pd][P](C1C=CC=CC=1)(C1C=CC=CC=1)C1C=CC=CC=1.[Cu]I. The product is [CH3:9][C:4]1[CH:3]=[C:2]([C:18]#[C:17][C:19]2[CH:20]=[N:21][CH:22]=[C:23]([CH:26]=2)[C:24]#[N:25])[CH:7]=[CH:6][C:5]=1[CH3:8]. The yield is 0.620.